This data is from NCI-60 drug combinations with 297,098 pairs across 59 cell lines. The task is: Regression. Given two drug SMILES strings and cell line genomic features, predict the synergy score measuring deviation from expected non-interaction effect. (1) Drug 1: CC1CCC2CC(C(=CC=CC=CC(CC(C(=O)C(C(C(=CC(C(=O)CC(OC(=O)C3CCCCN3C(=O)C(=O)C1(O2)O)C(C)CC4CCC(C(C4)OC)OCCO)C)C)O)OC)C)C)C)OC. Drug 2: CC12CCC3C(C1CCC2OP(=O)(O)O)CCC4=C3C=CC(=C4)OC(=O)N(CCCl)CCCl.[Na+]. Cell line: NCI-H460. Synergy scores: CSS=12.9, Synergy_ZIP=-3.94, Synergy_Bliss=-3.93, Synergy_Loewe=-5.71, Synergy_HSA=-3.09. (2) Cell line: SK-MEL-5. Synergy scores: CSS=19.7, Synergy_ZIP=-4.25, Synergy_Bliss=4.16, Synergy_Loewe=3.15, Synergy_HSA=4.74. Drug 1: CC1C(C(CC(O1)OC2CC(CC3=C2C(=C4C(=C3O)C(=O)C5=C(C4=O)C(=CC=C5)OC)O)(C(=O)CO)O)N)O.Cl. Drug 2: C1=NC2=C(N1)C(=S)N=C(N2)N. (3) Drug 1: CCC(=C(C1=CC=CC=C1)C2=CC=C(C=C2)OCCN(C)C)C3=CC=CC=C3.C(C(=O)O)C(CC(=O)O)(C(=O)O)O. Synergy scores: CSS=0.709, Synergy_ZIP=0.529, Synergy_Bliss=3.50, Synergy_Loewe=-1.74, Synergy_HSA=0.241. Cell line: LOX IMVI. Drug 2: CN1C2=C(C=C(C=C2)N(CCCl)CCCl)N=C1CCCC(=O)O.Cl.